Dataset: Forward reaction prediction with 1.9M reactions from USPTO patents (1976-2016). Task: Predict the product of the given reaction. Given the reactants [Br:1][C:2]1[N:7]=[CH:6][C:5](C=O)=[CH:4][CH:3]=1.C1(C)C=CC(S(O)(=O)=O)=CC=1.[CH:21](OC)([O:24][CH3:25])[O:22][CH3:23].C([O-])(O)=O.[Na+], predict the reaction product. The product is: [Br:1][C:2]1[CH:3]=[CH:4][C:5]([CH:21]([O:24][CH3:25])[O:22][CH3:23])=[CH:6][N:7]=1.